From a dataset of Catalyst prediction with 721,799 reactions and 888 catalyst types from USPTO. Predict which catalyst facilitates the given reaction. (1) Reactant: [H-].[Al+3].[Li+].[H-].[H-].[H-].[CH3:7][O:8][C:9]1[CH:10]=[C:11]([C:23]2[CH:28]=[CH:27][C:26]([NH:29][C:30]([CH2:32][CH2:33][N:34]([CH3:62])[CH2:35][CH2:36][C:37](=O)[NH:38][C:39]3[CH:40]=[CH:41][C:42]([C:45]4[CH:50]=[C:49]([O:51][CH3:52])[C:48]([O:53][CH2:54][C:55]([F:58])([F:57])[F:56])=[C:47]([O:59][CH3:60])[CH:46]=4)=[N:43][CH:44]=3)=O)=[CH:25][N:24]=2)[CH:12]=[C:13]([O:21][CH3:22])[C:14]=1[O:15][CH2:16][C:17]([F:20])([F:19])[F:18].CO. Product: [CH3:52][O:51][C:49]1[CH:50]=[C:45]([C:42]2[CH:41]=[CH:40][C:39]([NH:38][CH2:37][CH2:36][CH2:35][N:34]([CH3:62])[CH2:33][CH2:32][CH2:30][NH:29][C:26]3[CH:27]=[CH:28][C:23]([C:11]4[CH:12]=[C:13]([O:21][CH3:22])[C:14]([O:15][CH2:16][C:17]([F:18])([F:19])[F:20])=[C:9]([O:8][CH3:7])[CH:10]=4)=[N:24][CH:25]=3)=[CH:44][N:43]=2)[CH:46]=[C:47]([O:59][CH3:60])[C:48]=1[O:53][CH2:54][C:55]([F:56])([F:57])[F:58]. The catalyst class is: 7. (2) Reactant: [Br:1][C:2]1[N:7]=[CH:6][C:5]([CH:8]=[O:9])=[CH:4][CH:3]=1.[BH4-].[Na+]. Product: [Br:1][C:2]1[N:7]=[CH:6][C:5]([CH2:8][OH:9])=[CH:4][CH:3]=1. The catalyst class is: 5. (3) Reactant: [OH:1][CH:2]([CH2:8][C:9]1[CH:14]=[CH:13][C:12]([O:15][CH2:16][C:17]2[CH:22]=[CH:21][CH:20]=[CH:19][CH:18]=2)=[CH:11][CH:10]=1)[C:3]([O:5][CH2:6][CH3:7])=[O:4].[OH-].[K+].[CH2:25](I)[CH3:26]. Product: [CH2:25]([O:1][CH:2]([CH2:8][C:9]1[CH:14]=[CH:13][C:12]([O:15][CH2:16][C:17]2[CH:22]=[CH:21][CH:20]=[CH:19][CH:18]=2)=[CH:11][CH:10]=1)[C:3]([O:5][CH2:6][CH3:7])=[O:4])[CH3:26]. The catalyst class is: 16. (4) Reactant: [NH2:1][C:2]1[CH:10]=[CH:9][C:8]([O:11][CH3:12])=[CH:7][C:3]=1[C:4](O)=[O:5].Cl.C[N:15](C)CCCN=C=NCC.ON1C2C=CC=CC=2N=N1.CN1CCOCC1.N. Product: [NH2:1][C:2]1[CH:10]=[CH:9][C:8]([O:11][CH3:12])=[CH:7][C:3]=1[C:4]([NH2:15])=[O:5]. The catalyst class is: 20.